Dataset: Catalyst prediction with 721,799 reactions and 888 catalyst types from USPTO. Task: Predict which catalyst facilitates the given reaction. (1) Reactant: [CH3:1][C:2]1([C:11]([O:13]C)=[O:12])[CH2:10][C:9]2[C:4](=[CH:5][CH:6]=[CH:7][CH:8]=2)[CH2:3]1.O.[OH-].[Li+].Cl. Product: [CH3:1][C:2]1([C:11]([OH:13])=[O:12])[CH2:10][C:9]2[C:4](=[CH:5][CH:6]=[CH:7][CH:8]=2)[CH2:3]1. The catalyst class is: 278. (2) Product: [CH3:1][O:2][CH2:3][CH2:4][O:5][C:6]1[CH:11]=[CH:10][C:9]([C:12]2[N:13]=[C:14]3[CH:19]=[CH:18][C:17]([O:20][CH2:21][CH2:22][CH3:23])=[N:16][N:15]3[C:24]=2[I:25])=[CH:8][CH:7]=1. The catalyst class is: 10. Reactant: [CH3:1][O:2][CH2:3][CH2:4][O:5][C:6]1[CH:11]=[CH:10][C:9]([C:12]2[N:13]=[C:14]3[CH:19]=[CH:18][C:17]([O:20][CH2:21][CH2:22][CH3:23])=[N:16][N:15]3[CH:24]=2)=[CH:8][CH:7]=1.[I:25]N1C(=O)CCC1=O. (3) Reactant: CC(C)([O-])C.[Na+].[CH3:7][N:8]([C:17]1[CH:22]=[CH:21][CH:20]=[CH:19][CH:18]=1)[S:9]([CH2:12][C:13](OC)=O)(=[O:11])=[O:10].BrC1[CH:25]=[CH:26][C:27]2[CH:38]=[CH:37][C:31]3=[N:32][CH:33]=[C:34]([Cl:36])[CH:35]=[C:30]3[C:29](=[O:39])[C:28]=2[CH:40]=1.F[B-](F)(F)F.C([PH+](C(C)(C)C)C(C)(C)C)(C)(C)C. Product: [Cl:36][C:34]1[CH:35]=[C:30]2[C:29](=[O:39])[C:28]3[CH:40]=[C:13]([CH2:12][S:9]([N:8]([CH3:7])[C:17]4[CH:18]=[CH:19][CH:20]=[CH:21][CH:22]=4)(=[O:10])=[O:11])[CH:25]=[CH:26][C:27]=3[CH:38]=[CH:37][C:31]2=[N:32][CH:33]=1. The catalyst class is: 160.